From a dataset of NCI-60 drug combinations with 297,098 pairs across 59 cell lines. Regression. Given two drug SMILES strings and cell line genomic features, predict the synergy score measuring deviation from expected non-interaction effect. (1) Drug 1: C1=CC(=C2C(=C1NCCNCCO)C(=O)C3=C(C=CC(=C3C2=O)O)O)NCCNCCO. Drug 2: CC1CCCC2(C(O2)CC(NC(=O)CC(C(C(=O)C(C1O)C)(C)C)O)C(=CC3=CSC(=N3)C)C)C. Cell line: PC-3. Synergy scores: CSS=19.8, Synergy_ZIP=-5.94, Synergy_Bliss=1.47, Synergy_Loewe=1.15, Synergy_HSA=1.48. (2) Drug 1: CC1=CC=C(C=C1)C2=CC(=NN2C3=CC=C(C=C3)S(=O)(=O)N)C(F)(F)F. Drug 2: CC1=C(C=C(C=C1)NC(=O)C2=CC=C(C=C2)CN3CCN(CC3)C)NC4=NC=CC(=N4)C5=CN=CC=C5. Cell line: SNB-19. Synergy scores: CSS=1.07, Synergy_ZIP=-2.00, Synergy_Bliss=-2.90, Synergy_Loewe=-4.04, Synergy_HSA=-2.37.